Dataset: Catalyst prediction with 721,799 reactions and 888 catalyst types from USPTO. Task: Predict which catalyst facilitates the given reaction. Reactant: [NH2:1][C:2](=[N:8][NH:9][C:10](=O)[CH2:11][C:12]1[CH:17]=[CH:16][CH:15]=[C:14]([F:18])[CH:13]=1)[C:3]([O:5][CH2:6][CH3:7])=[O:4]. Product: [F:18][C:14]1[CH:13]=[C:12]([CH:17]=[CH:16][CH:15]=1)[CH2:11][C:10]1[NH:1][C:2]([C:3]([O:5][CH2:6][CH3:7])=[O:4])=[N:8][N:9]=1. The catalyst class is: 5.